This data is from Full USPTO retrosynthesis dataset with 1.9M reactions from patents (1976-2016). The task is: Predict the reactants needed to synthesize the given product. (1) Given the product [NH2:1][C:4]1[CH:12]=[CH:11][C:7]([C:8]([N:28]2[CH2:29][CH2:30][N:25]([C:19]3[CH:20]=[CH:21][C:22]([CH3:24])=[CH:23][C:18]=3[CH3:17])[CH2:26][CH2:27]2)=[O:10])=[C:6]([C:13]([F:16])([F:15])[F:14])[CH:5]=1, predict the reactants needed to synthesize it. The reactants are: [N+:1]([C:4]1[CH:12]=[CH:11][C:7]([C:8]([OH:10])=O)=[C:6]([C:13]([F:16])([F:15])[F:14])[CH:5]=1)([O-])=O.[CH3:17][C:18]1[CH:23]=[C:22]([CH3:24])[CH:21]=[CH:20][C:19]=1[N:25]1[CH2:30][CH2:29][NH:28][CH2:27][CH2:26]1. (2) Given the product [CH3:18][C:4]1[CH:5]=[C:6]([NH:8][S:9]([C:12]2[CH:13]=[CH:14][CH:15]=[CH:16][CH:17]=2)(=[O:11])=[O:10])[CH:7]=[C:2]([CH3:1])[C:3]=1[NH:19][C:20]([CH2:22][C:23]1[CH:24]=[CH:25][C:26]([C:27]([NH2:36])=[NH:28])=[CH:29][CH:30]=1)=[O:21], predict the reactants needed to synthesize it. The reactants are: [CH3:1][C:2]1[CH:7]=[C:6]([NH:8][S:9]([C:12]2[CH:17]=[CH:16][CH:15]=[CH:14][CH:13]=2)(=[O:11])=[O:10])[CH:5]=[C:4]([CH3:18])[C:3]=1[NH:19][C:20]([CH2:22][C:23]1[CH:30]=[CH:29][C:26]([C:27]#[N:28])=[CH:25][CH:24]=1)=[O:21].Cl.C(=O)([O-])[O-].[NH4+:36].[NH4+]. (3) Given the product [C:4]([CH2:6][CH2:7][CH2:8][CH:9]1[CH2:14][CH2:13][N:12]([C:15]([O:17][C:18]([CH3:21])([CH3:20])[CH3:19])=[O:16])[CH2:11][CH2:10]1)(=[O:3])[NH2:24], predict the reactants needed to synthesize it. The reactants are: C([O:3][C:4]([CH2:6][CH2:7][CH2:8][CH:9]1[CH2:14][CH2:13][N:12]([C:15]([O:17][C:18]([CH3:21])([CH3:20])[CH3:19])=[O:16])[CH2:11][CH2:10]1)=O)C.C([NH2:24])=O.[O-]CC.[Na+]. (4) The reactants are: Cl[C:2]1[C:7]([N+:8]([O-:10])=[O:9])=[C:6]([Cl:11])[N:5]=[C:4]([CH3:12])[N:3]=1.C(N(CC)CC)C.[CH2:20]([NH:22][CH2:23][CH2:24][CH2:25][CH3:26])[CH3:21]. Given the product [Cl:11][C:6]1[C:7]([N+:8]([O-:10])=[O:9])=[C:2]([N:22]([CH2:20][CH3:21])[CH2:23][CH2:24][CH2:25][CH3:26])[N:3]=[C:4]([CH3:12])[N:5]=1, predict the reactants needed to synthesize it. (5) The reactants are: [Si:1]([O:8][CH2:9][C:10]1[NH:11][C:12]2[C:17]([CH:18]=1)=[CH:16][C:15]([Cl:19])=[CH:14]C=2)([C:4]([CH3:7])([CH3:6])[CH3:5])([CH3:3])[CH3:2].ClC1C=C2C=C(C(OC)=O)NC2=[N:25]C=1. Given the product [Si:1]([O:8][CH2:9][C:10]1[NH:11][C:12]2=[N:25][CH:14]=[C:15]([Cl:19])[CH:16]=[C:17]2[CH:18]=1)([C:4]([CH3:7])([CH3:6])[CH3:5])([CH3:3])[CH3:2], predict the reactants needed to synthesize it. (6) Given the product [CH3:1][C@@H:2]1[N:7]([C:8]([O:10][C:11]([CH3:12])([CH3:13])[CH3:14])=[O:9])[CH2:6][C:5]2[C:15]([C:27]3[S:26][CH:30]=[CH:29][CH:28]=3)=[N:16][NH:17][C:4]=2[CH2:3]1, predict the reactants needed to synthesize it. The reactants are: [CH3:1][C@@H:2]1[N:7]([C:8]([O:10][C:11]([CH3:14])([CH3:13])[CH3:12])=[O:9])[CH2:6][C:5]2[C:15](OS(C(F)(F)F)(=O)=O)=[N:16][NH:17][C:4]=2[CH2:3]1.[S:26]1[CH:30]=[CH:29][CH:28]=[C:27]1B(O)O.CC(C1C=C(C(C)C)C(C2C=CC=CC=2P(C2CCCCC2)C2CCCCC2)=C(C(C)C)C=1)C.[O-]P([O-])([O-])=O.[K+].[K+].[K+]. (7) The reactants are: [C:1]1([S:7]([C:10]#[N:11])(=[O:9])=[O:8])[CH:6]=[CH:5][CH:4]=[CH:3][CH:2]=1.[C:12]1([CH3:18])[CH:17]=CC=[CH:14][CH:13]=1.B(OCCCC)(OCCCC)OCCCC. Given the product [C:1]1([S:7]([C:10]2[CH:14]=[CH:13][C:12]([CH3:18])=[CH:17][N:11]=2)(=[O:8])=[O:9])[CH:2]=[CH:3][CH:4]=[CH:5][CH:6]=1, predict the reactants needed to synthesize it.